From a dataset of Reaction yield outcomes from USPTO patents with 853,638 reactions. Predict the reaction yield, written as a fraction of the theoretical maximum amount of product (1.0 means a 100% yield; for example, 0.34 means a 34% yield). (1) The yield is 0.670. The product is [Cl:1][C:2]1[C:7]([C:8]2[CH:9]=[C:10]3[C:14](=[CH:15][C:16]=2[CH3:18])[NH:13][N:12]=[CH:11]3)=[CH:6][CH:5]=[CH:4][N:3]=1. The reactants are [Cl:1][C:2]1[C:7]([C:8]2[CH:9]=[C:10]3[C:14](=[CH:15][CH:16]=2)[NH:13][N:12]=[CH:11]3)=[CH:6][CH:5]=[CH:4][N:3]=1.Br[C:18]1C=C2C(=CC=1C)N(C(OC(C)(C)C)=O)N=C2.ClC1C(B2OC(C)(C)C(C)(C)O2)=CC=CN=1.C([O-])([O-])=O.[Na+].[Na+]. The catalyst is O1CCOCC1.C1C=CC([P]([Pd]([P](C2C=CC=CC=2)(C2C=CC=CC=2)C2C=CC=CC=2)([P](C2C=CC=CC=2)(C2C=CC=CC=2)C2C=CC=CC=2)[P](C2C=CC=CC=2)(C2C=CC=CC=2)C2C=CC=CC=2)(C2C=CC=CC=2)C2C=CC=CC=2)=CC=1. (2) The reactants are Br[C:2]1[CH:7]=[CH:6][C:5]([C:8]2[CH:13]=[CH:12][CH:11]=[CH:10][N:9]=2)=[CH:4][CH:3]=1.C([Li])CCC.Cl[Si:20]([C:33]1[CH:38]=[CH:37][CH:36]=[CH:35][CH:34]=1)([C:27]1[CH:32]=[CH:31][CH:30]=[CH:29][CH:28]=1)[C:21]1[CH:26]=[CH:25][CH:24]=[CH:23][CH:22]=1. The catalyst is C1COCC1. The product is [C:33]1([Si:20]([C:21]2[CH:22]=[CH:23][CH:24]=[CH:25][CH:26]=2)([C:27]2[CH:32]=[CH:31][CH:30]=[CH:29][CH:28]=2)[C:2]2[CH:7]=[CH:6][C:5]([C:8]3[CH:13]=[CH:12][CH:11]=[CH:10][N:9]=3)=[CH:4][CH:3]=2)[CH:34]=[CH:35][CH:36]=[CH:37][CH:38]=1. The yield is 0.770. (3) The reactants are [CH3:1][O:2][C:3]1[CH:4]=[C:5]2[C:10](=[CH:11][C:12]=1[O:13][CH3:14])[N:9]=[CH:8][N:7]=[C:6]2[S:15][C:16]1[CH:17]=[C:18]([CH:20]=[CH:21][CH:22]=1)[NH2:19].[CH:23]([C:26]1[CH:30]=[C:29]([NH:31][C:32](=O)[O:33]C2C=CC=CC=2)[N:28]([C:41]2[CH:42]=[N:43][CH:44]=[CH:45][CH:46]=2)[N:27]=1)([CH3:25])[CH3:24]. The catalyst is C1COCC1.CN(C1C=CN=CC=1)C. The product is [CH3:1][O:2][C:3]1[CH:4]=[C:5]2[C:10](=[CH:11][C:12]=1[O:13][CH3:14])[N:9]=[CH:8][N:7]=[C:6]2[S:15][C:16]1[CH:17]=[C:18]([NH:19][C:32]([NH:31][C:29]2[N:28]([C:41]3[CH:42]=[N:43][CH:44]=[CH:45][CH:46]=3)[N:27]=[C:26]([CH:23]([CH3:25])[CH3:24])[CH:30]=2)=[O:33])[CH:20]=[CH:21][CH:22]=1. The yield is 0.280. (4) The reactants are Cl[C:2]1[C:7]([C:8]([O:10][CH2:11][CH3:12])=[O:9])=[CH:6][N:5]=[C:4]2[N:13]([CH2:16][CH3:17])[N:14]=[CH:15][C:3]=12.Cl.Cl.[F:20][C:21]([F:40])([F:39])[C:22]1[CH:31]=[C:30]2[C:25]([C:26]([S:32][CH2:33][CH2:34][CH2:35][CH2:36][CH2:37][NH2:38])=[CH:27][CH:28]=[N:29]2)=[CH:24][CH:23]=1.C(N(CC)CC)C. The catalyst is CCO. The product is [F:40][C:21]([F:20])([F:39])[C:22]1[CH:31]=[C:30]2[C:25]([C:26]([S:32][CH2:33][CH2:34][CH2:35][CH2:36][CH2:37][NH:38][C:2]3[C:7]([C:8]([O:10][CH2:11][CH3:12])=[O:9])=[CH:6][N:5]=[C:4]4[N:13]([CH2:16][CH3:17])[N:14]=[CH:15][C:3]=34)=[CH:27][CH:28]=[N:29]2)=[CH:24][CH:23]=1. The yield is 0.560. (5) The reactants are [CH:1]1([C:4]2[N:8]([C:9]([O:11][C:12]([CH3:15])([CH3:14])[CH3:13])=[O:10])[N:7]=[C:6]([NH:16][C:17]3[C:22](I)=[CH:21][N:20]=[C:19]([C:24]4[CH:29]=[CH:28][CH:27]=[CH:26][CH:25]=4)[N:18]=3)[CH:5]=2)[CH2:3][CH2:2]1.N(C(C)C)C(C)C.[Si:37]([C:41]#[CH:42])([CH3:40])([CH3:39])[CH3:38]. The catalyst is Cl[Pd](Cl)([P](C1C=CC=CC=1)(C1C=CC=CC=1)C1C=CC=CC=1)[P](C1C=CC=CC=1)(C1C=CC=CC=1)C1C=CC=CC=1.[Cu]I.C1COCC1. The product is [CH:1]1([C:4]2[N:8]([C:9]([O:11][C:12]([CH3:15])([CH3:14])[CH3:13])=[O:10])[N:7]=[C:6]([NH:16][C:17]3[C:22]([C:42]#[C:41][Si:37]([CH3:40])([CH3:39])[CH3:38])=[CH:21][N:20]=[C:19]([C:24]4[CH:29]=[CH:28][CH:27]=[CH:26][CH:25]=4)[N:18]=3)[CH:5]=2)[CH2:3][CH2:2]1. The yield is 0.980.